Dataset: Peptide-MHC class I binding affinity with 185,985 pairs from IEDB/IMGT. Task: Regression. Given a peptide amino acid sequence and an MHC pseudo amino acid sequence, predict their binding affinity value. This is MHC class I binding data. The peptide sequence is VGIPTHRHI. The MHC is HLA-A01:01 with pseudo-sequence HLA-A01:01. The binding affinity (normalized) is 0.